From a dataset of Full USPTO retrosynthesis dataset with 1.9M reactions from patents (1976-2016). Predict the reactants needed to synthesize the given product. (1) The reactants are: [C:1]([O:5][C:6]([N:8]1[CH2:13][CH2:12][N:11]([C:14]2[C:15]3[S:23][CH2:22][CH2:21][C:16]=3[N:17]=[C:18](Cl)[N:19]=2)[CH2:10][CH2:9]1)=[O:7])([CH3:4])([CH3:3])[CH3:2].[H][H]. Given the product [C:1]([O:5][C:6]([N:8]1[CH2:9][CH2:10][N:11]([C:14]2[C:15]3[S:23][CH2:22][CH2:21][C:16]=3[N:17]=[CH:18][N:19]=2)[CH2:12][CH2:13]1)=[O:7])([CH3:4])([CH3:2])[CH3:3], predict the reactants needed to synthesize it. (2) Given the product [CH:1]1([N:7]2[C:12](=[O:13])[C:11]([C:32]([NH:31][CH2:34][C:35]([OH:37])=[O:36])=[O:33])=[C:10]([OH:14])[N:9]([CH:15]3[CH2:20][CH2:19][O:18][CH2:17][CH2:16]3)[C:8]2=[O:21])[CH2:2][CH2:3][CH2:4][CH2:5][CH2:6]1, predict the reactants needed to synthesize it. The reactants are: [CH:1]1([N:7]2[C:12](=[O:13])[CH2:11][C:10](=[O:14])[N:9]([CH:15]3[CH2:20][CH2:19][O:18][CH2:17][CH2:16]3)[C:8]2=[O:21])[CH2:6][CH2:5][CH2:4][CH2:3][CH2:2]1.C(N(C(C)C)CC)(C)C.[N:31]([CH2:34][C:35]([O:37]CC)=[O:36])=[C:32]=[O:33]. (3) Given the product [CH2:1]([O:3][C:4](=[O:24])[CH2:5][CH:6]([N:8]1[CH2:13][CH2:12][CH:11]([C:14]([OH:16])=[O:15])[CH2:10][CH2:9]1)[CH3:7])[CH3:2], predict the reactants needed to synthesize it. The reactants are: [CH2:1]([O:3][C:4](=[O:24])[CH2:5][CH:6]([N:8]1[CH2:13][CH2:12][CH:11]([C:14]([O:16]CC2C=CC=CC=2)=[O:15])[CH2:10][CH2:9]1)[CH3:7])[CH3:2]. (4) Given the product [CH3:35][C:33]1[CH:34]=[C:29]([CH3:28])[N:30]=[C:31]([N:36]2[CH2:43][CH:42]3[CH2:41][N:40]([C:6]([C:5]4[C:9]([N:13]5[N:17]=[CH:16][CH:15]=[N:14]5)=[CH:10][CH:11]=[CH:12][C:4]=4[F:3])=[O:8])[CH2:39][CH:38]3[CH2:37]2)[N:32]=1, predict the reactants needed to synthesize it. The reactants are: [OH-].[Na+].[F:3][C:4]1[CH:12]=[CH:11][CH:10]=[C:9]([N:13]2[N:17]=[CH:16][CH:15]=[N:14]2)[C:5]=1[C:6]([OH:8])=O.S(Cl)(Cl)=O.C(=O)([O-])[O-].[Na+].[Na+].[CH3:28][C:29]1[CH:34]=[C:33]([CH3:35])[N:32]=[C:31]([N:36]2[CH2:43][CH:42]3[CH:38]([CH2:39][NH:40][CH2:41]3)[CH2:37]2)[N:30]=1.CC(O)=O. (5) Given the product [CH3:3][CH:2]([CH3:4])[C:1]([N:18]1[CH2:17][CH2:16][C@@H:15]([NH:14][C:12](=[O:13])[O:11][C:8]([CH3:9])([CH3:7])[CH3:10])[CH2:19]1)=[O:6], predict the reactants needed to synthesize it. The reactants are: [C:1]([OH:6])(=O)[CH:2]([CH3:4])[CH3:3].[CH3:7][C:8]([O:11][C:12]([NH:14][C@H:15]1[CH2:19][NH:18][CH2:17][CH2:16]1)=[O:13])([CH3:10])[CH3:9]. (6) Given the product [NH2:9][C@@H:10]([CH2:13][C:14]1[CH:15]=[CH:16][N:17]=[CH:18][CH:19]=1)[CH2:11][OH:12], predict the reactants needed to synthesize it. The reactants are: C([NH:9][C@@H:10]([CH2:13][C:14]1[CH:19]=[CH:18][N:17]=[CH:16][CH:15]=1)[CH2:11][OH:12])(=O)C1C=CC=CC=1. (7) Given the product [C:45]([O:44][C:42]([N:12]1[CH2:13][CH:14]2[N:9]([C:7]([O:6][C:3]([CH3:5])([CH3:4])[CH3:2])=[O:8])[CH:10]([CH2:17][C:16]([C:18]3[O:22][N:21]=[C:20]([CH2:23][CH2:24][CH2:25][O:59][C:55]4[CH:56]=[C:57]([CH3:58])[C:52]([Cl:51])=[C:53]([CH3:60])[CH:54]=4)[CH:19]=3)=[C:15]2[C:27](=[O:41])[N:28]([CH:38]2[CH2:39][CH2:40]2)[CH2:29][C:30]2[CH:35]=[CH:34][CH:33]=[C:32]([Cl:36])[C:31]=2[Cl:37])[CH2:11]1)=[O:43])([CH3:46])([CH3:47])[CH3:48], predict the reactants needed to synthesize it. The reactants are: Cl[C:2](Cl)(Cl)[C:3]([O:6][C:7]([N:9]1[CH:14]2[C:15]([C:27](=[O:41])[N:28]([CH:38]3[CH2:40][CH2:39]3)[CH2:29][C:30]3[CH:35]=[CH:34][CH:33]=[C:32]([Cl:36])[C:31]=3[Cl:37])=[C:16]([C:18]3[O:22][N:21]=[C:20]([CH2:23][CH2:24][CH2:25]O)[CH:19]=3)[CH2:17][CH:10]1[CH2:11][N:12]([C:42]([O:44][C:45]([CH3:48])([CH3:47])[CH3:46])=[O:43])[CH2:13]2)=[O:8])([CH3:5])[CH3:4].[Cl:51][C:52]1[C:57]([CH3:58])=[CH:56][C:55]([OH:59])=[CH:54][C:53]=1[CH3:60]. (8) The reactants are: Br[C:2]1[CH2:7][CH2:6][CH2:5][C:4](=[O:8])[CH:3]=1.[S:9]1[CH:13]=[CH:12][C:11](B(O)O)=[CH:10]1. Given the product [S:9]1[CH:13]=[CH:12][C:11]([C:2]2[CH2:7][CH2:6][CH2:5][C:4](=[O:8])[CH:3]=2)=[CH:10]1, predict the reactants needed to synthesize it.